Task: Regression/Classification. Given a drug SMILES string, predict its absorption, distribution, metabolism, or excretion properties. Task type varies by dataset: regression for continuous measurements (e.g., permeability, clearance, half-life) or binary classification for categorical outcomes (e.g., BBB penetration, CYP inhibition). For this dataset (solubility_aqsoldb), we predict Y.. Dataset: Aqueous solubility values for 9,982 compounds from the AqSolDB database (1) The compound is CCCCCCCCCCCCCC[N+](C)(C)CCCCCCCCCCCCCC.[Cl-]. The Y is -3.38 log mol/L. (2) The molecule is CC(O)(CCl)CCl. The Y is -0.182 log mol/L. (3) The compound is FC(F)(Cl)Cl. The Y is -1.99 log mol/L. (4) The Y is -3.59 log mol/L. The compound is CCCCCCCC(=O)N(C)c1ccc(S(=O)(=O)N(C)C)cc1. (5) The compound is CCOC(=O)COC(=O)c1ccccc1OC(C)=O. The Y is -2.58 log mol/L. (6) The drug is CC(CC(=O)O)C(=O)O. The Y is 0.480 log mol/L. (7) The compound is CCCCCCCCCc1ccc(OCC(=O)O)cc1. The Y is -3.84 log mol/L. (8) The compound is COC(=O)CCC(=O)OC. The Y is -0.0752 log mol/L. (9) The compound is O=C(O)c1c(Cl)c(Cl)c(Cl)c(Cl)c1C(=O)Nc1cccc(Cl)c1Cl. The Y is -4.51 log mol/L.